This data is from Full USPTO retrosynthesis dataset with 1.9M reactions from patents (1976-2016). The task is: Predict the reactants needed to synthesize the given product. (1) Given the product [NH2:26][C:24]1[C:25]2=[C:17]([C:14]3[CH:15]=[CH:16][C:10]4[S:9][C:8]([CH2:1][C:2]5[CH:3]=[CH:4][CH:5]=[CH:6][CH:7]=5)=[N:12][C:11]=4[CH:13]=3)[CH:18]=[C:19]([CH:27]3[CH2:32][CH2:31][N:30]([C:36]([NH:35][CH2:33][CH3:34])=[O:37])[CH2:29][CH2:28]3)[N:20]2[N:21]=[CH:22][N:23]=1, predict the reactants needed to synthesize it. The reactants are: [CH2:1]([C:8]1[S:9][C:10]2[CH:16]=[CH:15][C:14]([C:17]3[CH:18]=[C:19]([CH:27]4[CH2:32][CH2:31][NH:30][CH2:29][CH2:28]4)[N:20]4[C:25]=3[C:24]([NH2:26])=[N:23][CH:22]=[N:21]4)=[CH:13][C:11]=2[N:12]=1)[C:2]1[CH:7]=[CH:6][CH:5]=[CH:4][CH:3]=1.[CH2:33]([N:35]=[C:36]=[O:37])[CH3:34]. (2) Given the product [CH3:30][N:28]([CH3:29])[CH:25]1[CH2:26][CH2:27][N:22]([C:20](=[O:21])[C:19]2[CH:31]=[CH:32][C:16]([N:14]3[CH:15]=[C:11]([C:5]4[C:4]5[C:8](=[CH:9][CH:10]=[C:2]([CH:3]=[C:4]([CH3:8])[CH3:5])[CH:3]=5)[NH:7][N:6]=4)[N:12]=[N:13]3)=[CH:17][CH:18]=2)[CH2:23][CH2:24]1, predict the reactants needed to synthesize it. The reactants are: Br[C:2]1[CH:3]=[C:4]2[C:8](=[CH:9][CH:10]=1)[NH:7][N:6]=[C:5]2[C:11]1[N:12]=[N:13][N:14]([C:16]2[CH:32]=[CH:31][C:19]([C:20]([N:22]3[CH2:27][CH2:26][CH:25]([N:28]([CH3:30])[CH3:29])[CH2:24][CH2:23]3)=[O:21])=[CH:18][CH:17]=2)[CH:15]=1.C(=O)([O-])[O-].[K+].[K+]. (3) Given the product [N+:1]([C:4]1[CH:9]=[CH:8][CH:7]=[CH:6][CH:5]=1)(=[N:18][C:13]1[CH:14]=[CH:15][CH:16]=[CH:17][CH:12]=1)[O-:3], predict the reactants needed to synthesize it. The reactants are: [N+:1]([C:4]1[CH:9]=[CH:8][CH:7]=[CH:6][CH:5]=1)([O-:3])=O.C([C:12]1[CH:17]=[CH:16][CH:15]=[CH:14][C:13]=1[N+:18]([O-])=O)C. (4) Given the product [CH2:13]([N:15]1[CH2:20][CH2:19][N:18]([C:2]2[CH:7]=[CH:6][C:5]([N+:8]([O-:10])=[O:9])=[CH:4][C:3]=2[O:11][CH3:12])[CH2:17][CH2:16]1)[CH3:14], predict the reactants needed to synthesize it. The reactants are: Br[C:2]1[CH:7]=[CH:6][C:5]([N+:8]([O-:10])=[O:9])=[CH:4][C:3]=1[O:11][CH3:12].[CH2:13]([N:15]1[CH2:20][CH2:19][NH:18][CH2:17][CH2:16]1)[CH3:14]. (5) The reactants are: C(Cl)(=O)[C:2](Cl)=[O:3].CN(C)C=O.[Cl:12][C:13]1[CH:14]=[C:15]([C:23]2[O:27][N:26]=[C:25]([C:28]3[CH:29]=[CH:30][CH:31]=[C:32]4[C:36]=3[N:35]([CH3:37])[CH:34]=[CH:33]4)[N:24]=2)[CH:16]=[CH:17][C:18]=1[O:19][CH:20]([CH3:22])[CH3:21]. Given the product [Cl:12][C:13]1[CH:14]=[C:15]([C:23]2[O:27][N:26]=[C:25]([C:28]3[CH:29]=[CH:30][CH:31]=[C:32]4[C:36]=3[N:35]([CH3:37])[CH:34]=[C:33]4[CH:2]=[O:3])[N:24]=2)[CH:16]=[CH:17][C:18]=1[O:19][CH:20]([CH3:21])[CH3:22], predict the reactants needed to synthesize it. (6) The reactants are: Cl.[CH3:2][O:3][C:4](=[O:22])/[CH:5]=[CH:6]/[C:7]1[CH:8]=[C:9]2[C:18](=[CH:19][CH:20]=1)[O:17][C:12]1([CH2:16][CH2:15][NH:14][CH2:13]1)[CH2:11][C:10]2=[O:21].C=O.[BH-](OC(C)=O)(OC(C)=O)O[C:27](C)=O.[Na+]. Given the product [CH3:2][O:3][C:4](=[O:22])/[CH:5]=[CH:6]/[C:7]1[CH:8]=[C:9]2[C:18](=[CH:19][CH:20]=1)[O:17][C:12]1([CH2:16][CH2:15][N:14]([CH3:27])[CH2:13]1)[CH2:11][C:10]2=[O:21], predict the reactants needed to synthesize it. (7) Given the product [Cl:1][C:2]1[CH:9]=[C:8]([N:10]2[C:22](=[NH:23])[C:21]([CH3:25])([CH3:24])[N:20]([C:17]3[CH:16]=[CH:15][C:14]([OH:13])=[CH:19][CH:18]=3)[C:11]2=[S:12])[CH:7]=[CH:6][C:3]=1[C:4]#[N:5], predict the reactants needed to synthesize it. The reactants are: [Cl:1][C:2]1[CH:9]=[C:8]([N:10]=[C:11]=[S:12])[CH:7]=[CH:6][C:3]=1[C:4]#[N:5].[OH:13][C:14]1[CH:19]=[CH:18][C:17]([NH:20][C:21]([CH3:25])([CH3:24])[C:22]#[N:23])=[CH:16][CH:15]=1.